This data is from Full USPTO retrosynthesis dataset with 1.9M reactions from patents (1976-2016). The task is: Predict the reactants needed to synthesize the given product. Given the product [ClH:59].[Br:1][C:2]1[CH:3]=[C:4]([NH:8][C:9]2[C:14]3[N:15]=[CH:16][N:17]([CH3:18])[C:13]=3[C:12]([C:19]([N:32]3[CH2:28][CH2:27][CH2:26][CH2:25][CH2:33]3)=[O:21])=[CH:11][N:10]=2)[CH:5]=[CH:6][CH:7]=1, predict the reactants needed to synthesize it. The reactants are: [Br:1][C:2]1[CH:3]=[C:4]([NH:8][C:9]2[C:14]3[N:15]=[CH:16][N:17]([CH3:18])[C:13]=3[C:12]([C:19]([O-:21])=O)=[CH:11][N:10]=2)[CH:5]=[CH:6][CH:7]=1.[Na+].O.O[C:25]1[C:33]2[N:32]=NNC=2[CH:28]=[CH:27][CH:26]=1.CC[N+](CCCN(C)C)=C=N.C(N1CCOCC1)C.N1CCCCC1.[ClH:59].